This data is from Full USPTO retrosynthesis dataset with 1.9M reactions from patents (1976-2016). The task is: Predict the reactants needed to synthesize the given product. (1) Given the product [O:20]=[C:19]1[CH:18]=[CH:17][N:16]([C:21]2[CH:26]=[CH:25][CH:24]=[CH:23][CH:22]=2)[N:15]=[C:14]1[CH2:12][C:8]1[CH:7]=[C:6]([NH:5][C:4](=[O:28])[O:3][CH2:1][CH3:2])[CH:11]=[CH:10][CH:9]=1, predict the reactants needed to synthesize it. The reactants are: [CH2:1]([O:3][C:4](=[O:28])[NH:5][C:6]1[CH:11]=[CH:10][CH:9]=[C:8]([CH:12]([C:14]2[C:19](=[O:20])[CH:18]=[CH:17][N:16]([C:21]3[CH:26]=[CH:25][C:24](Cl)=[CH:23][CH:22]=3)[N:15]=2)F)[CH:7]=1)[CH3:2].CC(N(C)C)=O. (2) Given the product [CH3:28][NH:26][C:25]([C:4]1[C:5]([C:7]2[CH:12]=[C:11]([C:13]([CH3:16])([CH3:15])[CH3:14])[C:10]([OH:17])=[C:9]([C:18]([CH3:21])([CH3:20])[CH3:19])[CH:8]=2)=[N:34][C:32]([CH3:33])=[N:35][CH:3]=1)=[O:29], predict the reactants needed to synthesize it. The reactants are: CO[C:3](=O)[CH2:4][C:5]([C:7]1[CH:12]=[C:11]([C:13]([CH3:16])([CH3:15])[CH3:14])[C:10]([OH:17])=[C:9]([C:18]([CH3:21])([CH3:20])[CH3:19])[CH:8]=1)=O.CO[CH:25]([O:29]C)[N:26]([CH3:28])C.Cl.[C:32]([NH2:35])(=[NH:34])[CH3:33].CC(C)([O-])C.[K+].P([O-])(O)(O)=O.[K+]. (3) Given the product [C:14]1([C:24]2[CH:29]=[CH:28][CH:27]=[CH:26][CH:25]=2)[CH:19]=[CH:18][C:17]([C:20]2[N:2]=[C:1]([CH2:4][OH:5])[S:3][CH:21]=2)=[CH:16][CH:15]=1, predict the reactants needed to synthesize it. The reactants are: [C:1]([CH2:4][O:5]C(=O)C1C=CC=CC=1)(=[S:3])[NH2:2].[C:14]1([C:24]2[CH:29]=[CH:28][CH:27]=[CH:26][CH:25]=2)[CH:19]=[CH:18][C:17]([C:20](=O)[CH2:21]Br)=[CH:16][CH:15]=1.OS(O)(=O)=O.O. (4) Given the product [Cl:1][C:2]1[C:14]([Cl:15])=[C:13]([CH2:16][CH2:17][C:18]([C:20]2[S:21][C:22]([C:25]3[CH:26]=[CH:27][C:28]([S:31][CH3:32])=[CH:29][CH:30]=3)=[CH:23][CH:24]=2)=[O:19])[CH:12]=[CH:11][C:3]=1[O:4][C:5]([CH3:10])([CH3:9])[C:6]([OH:8])=[O:7], predict the reactants needed to synthesize it. The reactants are: [Cl:1][C:2]1[C:14]([Cl:15])=[C:13]([CH2:16][CH2:17][C:18]([C:20]2[S:21][C:22]([C:25]3[CH:30]=[CH:29][C:28]([S:31][CH3:32])=[CH:27][CH:26]=3)=[CH:23][CH:24]=2)=[O:19])[CH:12]=[CH:11][C:3]=1[O:4][C:5]([CH3:10])([CH3:9])[C:6]([O-:8])=[O:7].FC(F)(F)C(O)=O. (5) Given the product [Cl:21][C:22]1[N:27]=[C:26]([N:11]2[C:10]3[CH:12]=[CH:13][CH:14]=[CH:15][C:9]=3[N:8]=[C:7]2[O:6][C:5]2[C:16]([CH3:20])=[CH:17][CH:18]=[CH:19][C:4]=2[CH3:3])[CH:25]=[CH:24][N:23]=1, predict the reactants needed to synthesize it. The reactants are: [H-].[Na+].[CH3:3][C:4]1[CH:19]=[CH:18][CH:17]=[C:16]([CH3:20])[C:5]=1[O:6][C:7]1[NH:11][C:10]2[CH:12]=[CH:13][CH:14]=[CH:15][C:9]=2[N:8]=1.[Cl:21][C:22]1[N:27]=[C:26](Cl)[CH:25]=[CH:24][N:23]=1.[Cl-].[NH4+]. (6) Given the product [N:35]1([CH2:41][C@@H:42]2[CH2:46][O:45][C:44](=[O:47])[N:43]2[C:18]2[CH:34]=[CH:33][C:21]([O:22][C@H:23]3[CH2:26][C@H:25]([N:27]4[CH2:32][CH2:31][CH2:30][CH2:29][CH2:28]4)[CH2:24]3)=[CH:20][CH:19]=2)[CH2:40][CH2:39][O:38][CH2:37][CH2:36]1, predict the reactants needed to synthesize it. The reactants are: P([O-])([O-])([O-])=O.[K+].[K+].[K+].N[C@@H]1CCCC[C@H]1N.I[C:18]1[CH:34]=[CH:33][C:21]([O:22][C@H:23]2[CH2:26][C@H:25]([N:27]3[CH2:32][CH2:31][CH2:30][CH2:29][CH2:28]3)[CH2:24]2)=[CH:20][CH:19]=1.[N:35]1([CH2:41][C@@H:42]2[CH2:46][O:45][C:44](=[O:47])[NH:43]2)[CH2:40][CH2:39][O:38][CH2:37][CH2:36]1. (7) The reactants are: [C:1]([OH:4])(=O)[CH3:2].O=C(C)C([C:9]1[CH:13]=[CH:12][O:11][C:10]=1[C:14](O)=O)C.[C:18]([O-])(=O)[CH3:19].[NH4+:22]. Given the product [O:11]1[CH:12]=[CH:13][CH:9]=[C:10]1[C:14]1[O:4][C:1]([CH3:2])=[C:18]([CH3:19])[N:22]=1, predict the reactants needed to synthesize it. (8) Given the product [CH3:8][C:6]1[CH:5]=[CH:4][C:3]2[N:9]=[C:13]3[CH2:14][CH2:15][CH2:16][N:12]3[C:2]=2[CH:7]=1, predict the reactants needed to synthesize it. The reactants are: Cl[C:2]1[CH:7]=[C:6]([CH3:8])[CH:5]=[CH:4][C:3]=1[N+:9]([O-])=O.[NH:12]1[CH2:16][CH2:15][CH2:14][C:13]1=O.CNCCN.